This data is from NCI-60 drug combinations with 297,098 pairs across 59 cell lines. The task is: Regression. Given two drug SMILES strings and cell line genomic features, predict the synergy score measuring deviation from expected non-interaction effect. (1) Drug 1: CC1=C(C(CCC1)(C)C)C=CC(=CC=CC(=CC(=O)O)C)C. Drug 2: C1CN1C2=NC(=NC(=N2)N3CC3)N4CC4. Cell line: SW-620. Synergy scores: CSS=15.3, Synergy_ZIP=-10.0, Synergy_Bliss=-5.24, Synergy_Loewe=-15.4, Synergy_HSA=-4.10. (2) Drug 1: C1=CC(=CC=C1C#N)C(C2=CC=C(C=C2)C#N)N3C=NC=N3. Drug 2: C1=NNC2=C1C(=O)NC=N2. Cell line: RXF 393. Synergy scores: CSS=0.851, Synergy_ZIP=0.00903, Synergy_Bliss=2.53, Synergy_Loewe=1.48, Synergy_HSA=1.38. (3) Drug 1: C1=NC(=NC(=O)N1C2C(C(C(O2)CO)O)O)N. Drug 2: C1CN(P(=O)(OC1)NCCCl)CCCl. Cell line: 786-0. Synergy scores: CSS=9.21, Synergy_ZIP=-5.95, Synergy_Bliss=-0.232, Synergy_Loewe=-18.1, Synergy_HSA=-2.42. (4) Drug 1: CC1OCC2C(O1)C(C(C(O2)OC3C4COC(=O)C4C(C5=CC6=C(C=C35)OCO6)C7=CC(=C(C(=C7)OC)O)OC)O)O. Drug 2: CC1C(C(=O)NC(C(=O)N2CCCC2C(=O)N(CC(=O)N(C(C(=O)O1)C(C)C)C)C)C(C)C)NC(=O)C3=C4C(=C(C=C3)C)OC5=C(C(=O)C(=C(C5=N4)C(=O)NC6C(OC(=O)C(N(C(=O)CN(C(=O)C7CCCN7C(=O)C(NC6=O)C(C)C)C)C)C(C)C)C)N)C. Cell line: HT29. Synergy scores: CSS=15.4, Synergy_ZIP=-2.21, Synergy_Bliss=2.34, Synergy_Loewe=2.87, Synergy_HSA=2.53. (5) Drug 1: CC1=C(C=C(C=C1)C(=O)NC2=CC(=CC(=C2)C(F)(F)F)N3C=C(N=C3)C)NC4=NC=CC(=N4)C5=CN=CC=C5. Drug 2: CC1=C(N=C(N=C1N)C(CC(=O)N)NCC(C(=O)N)N)C(=O)NC(C(C2=CN=CN2)OC3C(C(C(C(O3)CO)O)O)OC4C(C(C(C(O4)CO)O)OC(=O)N)O)C(=O)NC(C)C(C(C)C(=O)NC(C(C)O)C(=O)NCCC5=NC(=CS5)C6=NC(=CS6)C(=O)NCCC[S+](C)C)O. Cell line: OVCAR-5. Synergy scores: CSS=19.7, Synergy_ZIP=-5.11, Synergy_Bliss=-2.71, Synergy_Loewe=-10.3, Synergy_HSA=-2.46. (6) Drug 1: CCN(CC)CCCC(C)NC1=C2C=C(C=CC2=NC3=C1C=CC(=C3)Cl)OC. Drug 2: C1C(C(OC1N2C=NC3=C2NC=NCC3O)CO)O. Cell line: HCC-2998. Synergy scores: CSS=40.4, Synergy_ZIP=1.08, Synergy_Bliss=0.511, Synergy_Loewe=3.12, Synergy_HSA=1.85.